This data is from Forward reaction prediction with 1.9M reactions from USPTO patents (1976-2016). The task is: Predict the product of the given reaction. (1) Given the reactants [O-]CC.[Na+].[CH3:5][S:6][C:7]1[CH:12]=[CH:11][C:10]([C:13](=[O:18])[CH2:14][C:15](=[O:17])[CH3:16])=[CH:9][CH:8]=1.Cl[C:20](=[N:26]O)[C:21]([O:23][CH2:24][CH3:25])=[O:22].C(O)(=O)C, predict the reaction product. The product is: [CH3:16][C:15]1[O:17][N:26]=[C:20]([C:21]([O:23][CH2:24][CH3:25])=[O:22])[C:14]=1[C:13](=[O:18])[C:10]1[CH:9]=[CH:8][C:7]([S:6][CH3:5])=[CH:12][CH:11]=1. (2) Given the reactants C(O[C@H]1CN([C:9]2[N:14]=[CH:13][CH:12]=[CH:11][N:10]=2)C[C@H]1NC1C(CC)=NC(C2C(C)=NC(OC)=CC=2)=C(CC)N=1)C.[CH3:35][N:36]([CH3:63])[C:37]1[N:42]=[CH:41][C:40]([C:43]2[N:44]=[C:45]([CH2:60][CH3:61])[C:46]([NH:51][C@H:52]3[C@@H:56]([O:57][CH2:58][CH3:59])[CH2:55][NH:54][CH2:53]3)=[N:47][C:48]=2[CH2:49][CH3:50])=[C:39]([CH3:62])[CH:38]=1, predict the reaction product. The product is: [CH3:63][N:36]([CH3:35])[C:37]1[N:42]=[CH:41][C:40]([C:43]2[N:44]=[C:45]([CH2:60][CH3:61])[C:46]([NH:51][C@H:52]3[C@@H:56]([O:57][CH2:58][CH3:59])[CH2:55][N:54]([C:9]4[N:14]=[CH:13][CH:12]=[CH:11][N:10]=4)[CH2:53]3)=[N:47][C:48]=2[CH2:49][CH3:50])=[C:39]([CH3:62])[CH:38]=1.